This data is from Full USPTO retrosynthesis dataset with 1.9M reactions from patents (1976-2016). The task is: Predict the reactants needed to synthesize the given product. (1) Given the product [Br:3][C:4]1[C:5]([CH2:13][N:14]2[C:18]([CH3:19])=[C:17]([N+:20]([O-:22])=[O:21])[C:16]([C:23]([OH:25])=[O:24])=[N:15]2)=[CH:6][C:7]2[O:11][CH2:10][O:9][C:8]=2[CH:12]=1, predict the reactants needed to synthesize it. The reactants are: [OH-].[Na+].[Br:3][C:4]1[C:5]([CH2:13][N:14]2[C:18]([CH3:19])=[C:17]([N+:20]([O-:22])=[O:21])[C:16]([C:23]([O:25]CC)=[O:24])=[N:15]2)=[CH:6][C:7]2[O:11][CH2:10][O:9][C:8]=2[CH:12]=1.O.Cl. (2) Given the product [C:1]([O:5][C:6]([N:8]1[CH2:21][CH:20]([CH3:22])[N:11]2[C:12]3[C:13]([C:24]#[N:25])=[CH:14][CH:15]=[CH:16][C:17]=3[CH:18]=[C:10]2[CH2:9]1)=[O:7])([CH3:4])([CH3:3])[CH3:2], predict the reactants needed to synthesize it. The reactants are: [C:1]([O:5][C:6]([N:8]1[CH2:21][CH:20]([CH3:22])[N:11]2[C:12]3[C:13](Br)=[CH:14][CH:15]=[CH:16][C:17]=3[CH:18]=[C:10]2[CH2:9]1)=[O:7])([CH3:4])([CH3:3])[CH3:2].[Cu][C:24]#[N:25].